Dataset: Catalyst prediction with 721,799 reactions and 888 catalyst types from USPTO. Task: Predict which catalyst facilitates the given reaction. (1) Reactant: CC(O)=O.C(S[C:13]1[C:18]([N+:19]([O-:21])=[O:20])=[CH:17][CH:16]=[CH:15][N:14]=1)C1C=CC=CC=1.[Cl:22]N1C(C)(C)C(=O)N(Cl)C1=O.[S:33](S([O-])=O)([O-:36])(=O)=[O:34].[Na+].[Na+]. Product: [N+:19]([C:18]1[C:13]([S:33]([Cl:22])(=[O:36])=[O:34])=[N:14][CH:15]=[CH:16][CH:17]=1)([O-:21])=[O:20]. The catalyst class is: 34. (2) Reactant: Br[C:2]1[C:3](=[O:10])[N:4]([CH3:9])[N:5]=[C:6]([Cl:8])[CH:7]=1.[CH3:11][N:12]1[CH2:17][CH2:16][N:15]([C:18]2[CH:19]=[CH:20][C:21]([NH2:24])=[N:22][CH:23]=2)[CH2:14][CH2:13]1.C(=O)([O-])[O-].[Cs+].[Cs+].CC1(C)C2C(=C(P(C3C=CC=CC=3)C3C=CC=CC=3)C=CC=2)OC2C(P(C3C=CC=CC=3)C3C=CC=CC=3)=CC=CC1=2. Product: [Cl:8][C:6]1[CH:7]=[C:2]([NH:24][C:21]2[CH:20]=[CH:19][C:18]([N:15]3[CH2:16][CH2:17][N:12]([CH3:11])[CH2:13][CH2:14]3)=[CH:23][N:22]=2)[C:3](=[O:10])[N:4]([CH3:9])[N:5]=1. The catalyst class is: 102. (3) Reactant: [H-].[Na+].[N:3]1([CH2:8][CH2:9][OH:10])[CH2:7][CH2:6][CH2:5][CH2:4]1.Cl[C:12]1[CH:17]=[CH:16][C:15]([N+:18]([O-:20])=[O:19])=[CH:14][C:13]=1[O:21][CH3:22]. Product: [CH3:22][O:21][C:13]1[CH:14]=[C:15]([N+:18]([O-:20])=[O:19])[CH:16]=[CH:17][C:12]=1[O:10][CH2:9][CH2:8][N:3]1[CH2:7][CH2:6][CH2:5][CH2:4]1. The catalyst class is: 31.